Task: Predict the reaction yield, written as a fraction of the theoretical maximum amount of product (1.0 means a 100% yield; for example, 0.34 means a 34% yield).. Dataset: Reaction yield outcomes from USPTO patents with 853,638 reactions (1) The reactants are [Cl:1][C:2]1[CH:3]=[C:4]([C:8]2[C:12]([CH2:13][O:14][C:15]3[CH:23]=[CH:22][C:18]([C:19]([OH:21])=O)=[CH:17][N:16]=3)=[C:11]([CH3:24])[O:10][N:9]=2)[CH:5]=[CH:6][CH:7]=1.[CH:25]1([CH2:28][NH2:29])[CH2:27][CH2:26]1. No catalyst specified. The product is [Cl:1][C:2]1[CH:3]=[C:4]([C:8]2[C:12]([CH2:13][O:14][C:15]3[CH:23]=[CH:22][C:18]([C:19]([NH:29][CH2:28][CH:25]4[CH2:27][CH2:26]4)=[O:21])=[CH:17][N:16]=3)=[C:11]([CH3:24])[O:10][N:9]=2)[CH:5]=[CH:6][CH:7]=1. The yield is 0.490. (2) The product is [Si:19]([O:1][C:2]1[CH:9]=[CH:8][C:5]([C:6](=[O:7])[CH3:11])=[CH:4][CH:3]=1)([C:15]([CH3:18])([CH3:17])[CH3:16])([CH3:21])[CH3:20]. The catalyst is C(Cl)Cl.O. The yield is 0.869. The reactants are [OH:1][C:2]1[CH:9]=[CH:8][C:5]([CH:6]=[O:7])=[CH:4][CH:3]=1.N1C=CN=[CH:11]1.[C:15]([Si:19](Cl)([CH3:21])[CH3:20])([CH3:18])([CH3:17])[CH3:16]. (3) The reactants are [C:1]([CH2:7][C:8]#[N:9])(=[O:6])[C:2]([CH3:5])([CH3:4])[CH3:3].[Br:10]N1C(=O)CCC1=O. The catalyst is C(Cl)(Cl)(Cl)Cl. The product is [Br:10][CH:7]([C:1](=[O:6])[C:2]([CH3:5])([CH3:4])[CH3:3])[C:8]#[N:9]. The yield is 0.879. (4) The reactants are Br[CH2:2][CH2:3][CH2:4][CH2:5][CH:6]=[CH2:7].II.C(OC)=[O:11].Cl.[CH3:15][CH2:16][CH2:17]CCC. The catalyst is C(OCC)C.C(OCC)(=O)C. The product is [CH2:7]=[CH:6][CH2:5][CH2:4][CH:3]([OH:11])[CH2:2][CH2:15][CH:16]=[CH2:17]. The yield is 0.510.